Dataset: Reaction yield outcomes from USPTO patents with 853,638 reactions. Task: Predict the reaction yield, written as a fraction of the theoretical maximum amount of product (1.0 means a 100% yield; for example, 0.34 means a 34% yield). (1) The yield is 0.780. The product is [F:16][C:17]([F:27])([F:26])[C:7]1[CH:2]=[C:3]([CH2:8][C:9](=[O:15])[C:10]([O:12][CH2:13][CH3:14])=[O:11])[CH:4]=[CH:5][CH:6]=1. No catalyst specified. The reactants are F[C:2]1[CH:7]=[CH:6][CH:5]=[CH:4][C:3]=1[CH2:8][C:9](=[O:15])[C:10]([O:12][CH2:13][CH3:14])=[O:11].[F:16][C:17]([F:27])([F:26])C1C=C(C=CC=1)CBr.[Mg].C(OCC)(=O)C(OCC)=O. (2) The reactants are I[C:2]1[C:3]2[C:8]([C:9]([C:16]3[CH:21]=[CH:20][CH:19]=[CH:18][CH:17]=3)=[C:10]3[C:15]=1[CH:14]=[CH:13][CH:12]=[CH:11]3)=[CH:7][CH:6]=[CH:5][CH:4]=2.[Br:22][C:23]1[CH:28]=[CH:27][C:26](B(O)O)=[CH:25][CH:24]=1.C(=O)([O-])[O-].[K+].[K+]. The catalyst is C1C=CC([P]([Pd]([P](C2C=CC=CC=2)(C2C=CC=CC=2)C2C=CC=CC=2)([P](C2C=CC=CC=2)(C2C=CC=CC=2)C2C=CC=CC=2)[P](C2C=CC=CC=2)(C2C=CC=CC=2)C2C=CC=CC=2)(C2C=CC=CC=2)C2C=CC=CC=2)=CC=1.C1(C)C=CC=CC=1. The product is [C:16]1([C:9]2[C:10]3[C:15]([C:2]([C:26]4[CH:27]=[CH:28][C:23]([Br:22])=[CH:24][CH:25]=4)=[C:3]4[C:8]=2[CH:7]=[CH:6][CH:5]=[CH:4]4)=[CH:14][CH:13]=[CH:12][CH:11]=3)[CH:17]=[CH:18][CH:19]=[CH:20][CH:21]=1. The yield is 0.450. (3) The reactants are [F:1][C:2]([F:15])([F:14])[C:3]([C:5]1[C:13]2[C:8](=[CH:9][CH:10]=[CH:11][CH:12]=2)[NH:7][CH:6]=1)=[O:4].[H-].[Na+].[Li]CCCC.Br[C:24]1[CH:25]=[C:26]2[C:30](=[CH:31][CH:32]=1)[N:29]([C:33]1[CH:34]=[N:35][CH:36]=[CH:37][CH:38]=1)[N:28]=[CH:27]2.[Na]. The catalyst is C1COCC1.[Cl-].[NH4+]. The product is [F:15][C:2]([F:1])([F:14])[C:3]([C:5]1[C:13]2[C:8](=[CH:9][CH:10]=[CH:11][CH:12]=2)[NH:7][CH:6]=1)([C:24]1[CH:25]=[C:26]2[C:30](=[CH:31][CH:32]=1)[N:29]([C:33]1[CH:34]=[N:35][CH:36]=[CH:37][CH:38]=1)[N:28]=[CH:27]2)[OH:4]. The yield is 0.100. (4) The reactants are [F:1][C:2]1[CH:3]=[C:4]([CH:7]=[C:8]([OH:11])[C:9]=1[OH:10])[CH:5]=[O:6].[C:12]([O-])([O-])=O.[Cs+].[Cs+].O. The catalyst is CN(C=O)C. The product is [F:1][C:2]1[C:9]2[O:10][CH2:12][O:11][C:8]=2[CH:7]=[C:4]([CH:5]=[O:6])[CH:3]=1. The yield is 0.490. (5) The reactants are [CH2:1]1[C:13]2[C:12]3[CH:11]=[C:10]([C:14]([NH:16][CH:17]4[CH2:22][CH2:21][N:20]([C:23]([O:25][C:26]([CH3:29])([CH3:28])[CH3:27])=[O:24])[CH2:19][CH2:18]4)=[O:15])[CH:9]=[CH:8][C:7]=3[NH:6][C:5]=2[CH2:4][CH2:3][NH:2]1.Br[CH2:31][C:32]1[CH:40]=[CH:39][C:35]([C:36]([NH2:38])=[O:37])=[CH:34][CH:33]=1.C(=O)(O)[O-].[Na+]. The catalyst is CN(C=O)C. The product is [C:36]([C:35]1[CH:39]=[CH:40][C:32]([CH2:31][N:2]2[CH2:3][CH2:4][C:5]3[NH:6][C:7]4[CH:8]=[CH:9][C:10]([C:14]([NH:16][CH:17]5[CH2:18][CH2:19][N:20]([C:23]([O:25][C:26]([CH3:29])([CH3:28])[CH3:27])=[O:24])[CH2:21][CH2:22]5)=[O:15])=[CH:11][C:12]=4[C:13]=3[CH2:1]2)=[CH:33][CH:34]=1)(=[O:37])[NH2:38]. The yield is 0.750. (6) The reactants are [Cl:1][C:2]1[C:3]([N:17]2[CH2:22][CH2:21][CH:20]([C:23]([O:25]C)=[O:24])[CH2:19][CH2:18]2)=[N:4][CH:5]=[C:6]([C:10]2[O:11][C:12]([CH2:15][CH3:16])=[CH:13][N:14]=2)[C:7]=1[NH:8][CH3:9].[OH-].[Na+]. The catalyst is CO. The product is [Cl:1][C:2]1[C:3]([N:17]2[CH2:18][CH2:19][CH:20]([C:23]([OH:25])=[O:24])[CH2:21][CH2:22]2)=[N:4][CH:5]=[C:6]([C:10]2[O:11][C:12]([CH2:15][CH3:16])=[CH:13][N:14]=2)[C:7]=1[NH:8][CH3:9]. The yield is 1.00. (7) The reactants are [F:1][C:2]1[CH:3]=[N:4][CH:5]=[CH:6][C:7]=1[C:8]1[C:9]([C:16]2[CH:17]=[N:18][CH:19]=[CH:20][CH:21]=2)=[N:10][C:11]([NH2:15])=[C:12]([NH2:14])[CH:13]=1.[F:22][C:23]1[CH:31]=[CH:30][C:26]([C:27](Cl)=O)=[CH:25][CH:24]=1. The catalyst is N1C=CC=CC=1. The product is [F:22][C:23]1[CH:31]=[CH:30][C:26]([C:27]2[NH:15][C:11]3=[N:10][C:9]([C:16]4[CH:17]=[N:18][CH:19]=[CH:20][CH:21]=4)=[C:8]([C:7]4[CH:6]=[CH:5][N:4]=[CH:3][C:2]=4[F:1])[CH:13]=[C:12]3[N:14]=2)=[CH:25][CH:24]=1. The yield is 0.650.